From a dataset of Full USPTO retrosynthesis dataset with 1.9M reactions from patents (1976-2016). Predict the reactants needed to synthesize the given product. (1) The reactants are: [NH2:1][N:2]1[CH2:7][CH2:6][N:5]([CH3:8])[CH2:4][CH2:3]1.ClC1C=CC([CH:16]([C:46]2[CH:51]=[CH:50][C:49]([Cl:52])=[CH:48][CH:47]=2)[N:17]2[CH2:20][C:19](=[C:21]([S:42]([CH3:45])(=[O:44])=[O:43])[C:22]3[CH:27]=[CH:26][CH:25]=[C:24](C(OC4C(F)=C(F)C(F)=C(F)C=4F)=O)[CH:23]=3)[CH2:18]2)=CC=1.[C:53](OCC)(=[O:55])C. Given the product [Cl:52][C:49]1[CH:48]=[CH:47][C:46]([CH2:16][N:17]2[CH2:18][C:19](=[C:21]([S:42]([CH3:45])(=[O:43])=[O:44])[C:22]3[CH:27]=[CH:26][CH:25]=[CH:24][C:23]=3[C:53](=[O:55])[NH:1][N:2]3[CH2:7][CH2:6][N:5]([CH3:8])[CH2:4][CH2:3]3)[CH2:20]2)=[CH:51][CH:50]=1, predict the reactants needed to synthesize it. (2) Given the product [Cl:13][C:1]1[CH:6]=[CH:5][C:4]([O:7][CH2:8][C:9]([Cl:11])=[O:10])=[CH:3][CH:2]=1, predict the reactants needed to synthesize it. The reactants are: [C:1]1(C)[CH:6]=[CH:5][C:4]([O:7][CH2:8][C:9]([Cl:11])=[O:10])=[CH:3][CH:2]=1.[Cl:13]C1C=CC(OCC(O)=O)=CC=1.O=S(Cl)Cl. (3) The reactants are: [Cl:1][C:2]1[S:6][C:5]([CH:7]2[CH2:12][CH2:11][N:10]([C:13](=[O:25])[CH2:14][N:15]3[C:19]([CH3:20])=[CH:18][C:17]([CH2:21][C:22]([OH:24])=[O:23])=[N:16]3)[CH2:9][CH2:8]2)=[N:4][C:3]=1[C:26]1[CH:31]=[C:30]([C:32]([CH3:35])([CH3:34])[CH3:33])[C:29]([O:36][CH3:37])=[C:28]([C:38]([CH3:41])([CH3:40])[CH3:39])[CH:27]=1.C1C(=O)N([I:49])C(=O)C1.O. Given the product [Cl:1][C:2]1[S:6][C:5]([CH:7]2[CH2:8][CH2:9][N:10]([C:13](=[O:25])[CH2:14][N:15]3[C:19]([CH3:20])=[C:18]([I:49])[C:17]([CH2:21][C:22]([OH:24])=[O:23])=[N:16]3)[CH2:11][CH2:12]2)=[N:4][C:3]=1[C:26]1[CH:27]=[C:28]([C:38]([CH3:41])([CH3:40])[CH3:39])[C:29]([O:36][CH3:37])=[C:30]([C:32]([CH3:34])([CH3:35])[CH3:33])[CH:31]=1, predict the reactants needed to synthesize it. (4) Given the product [Cl:1][C:2]1[N:7]=[C:6]([NH:9][C:10]2[CH:11]=[CH:12][C:13]3[N:14]([CH2:23][CH3:24])[C:15]4[C:20]([C:21]=3[CH:22]=2)=[CH:19][CH:18]=[CH:17][CH:16]=4)[CH:5]=[CH:4][N:3]=1, predict the reactants needed to synthesize it. The reactants are: [Cl:1][C:2]1[N:7]=[C:6](Cl)[CH:5]=[CH:4][N:3]=1.[NH2:9][C:10]1[CH:11]=[CH:12][C:13]2[N:14]([CH2:23][CH3:24])[C:15]3[C:20]([C:21]=2[CH:22]=1)=[CH:19][CH:18]=[CH:17][CH:16]=3.C(N(CC)C(C)C)(C)C.